Dataset: Forward reaction prediction with 1.9M reactions from USPTO patents (1976-2016). Task: Predict the product of the given reaction. (1) Given the reactants [F:1][C:2]1[CH:7]=[CH:6][C:5]([O:8][CH3:9])=[CH:4][C:3]=1[C:10]1[CH:15]=[CH:14][C:13]([OH:16])=[CH:12][C:11]=1[CH2:17][C:18]1([C:23]#[N:24])[CH2:22][CH2:21][CH2:20][CH2:19]1.[CH:25]1([CH:28]([C:35]2[CH:40]=[CH:39][CH:38]=[C:37]([CH2:41]OS(C)(=O)=O)[CH:36]=2)[CH2:29][C:30]([O:32][CH2:33][CH3:34])=[O:31])[CH2:27][CH2:26]1.C(=O)([O-])[O-].[Cs+].[Cs+].[Cl-].[NH4+], predict the reaction product. The product is: [C:23]([C:18]1([CH2:17][C:11]2[CH:12]=[C:13]([O:16][CH2:41][C:37]3[CH:36]=[C:35]([CH:28]([CH:25]4[CH2:26][CH2:27]4)[CH2:29][C:30]([O:32][CH2:33][CH3:34])=[O:31])[CH:40]=[CH:39][CH:38]=3)[CH:14]=[CH:15][C:10]=2[C:3]2[CH:4]=[C:5]([O:8][CH3:9])[CH:6]=[CH:7][C:2]=2[F:1])[CH2:19][CH2:20][CH2:21][CH2:22]1)#[N:24]. (2) Given the reactants [CH3:1][C@H:2]1[C@@:6]([C:8]([F:11])([F:10])[F:9])([OH:7])[CH2:5][CH2:4][NH:3]1.[Cl:12][C:13]1[CH:20]=[C:19](F)[CH:18]=[CH:17][C:14]=1[C:15]#[N:16].C(=O)([O-])[O-].[Li+].[Li+], predict the reaction product. The product is: [Cl:12][C:13]1[CH:20]=[C:19]([N:3]2[CH2:4][CH2:5][C@@:6]([OH:7])([C:8]([F:9])([F:11])[F:10])[C@@H:2]2[CH3:1])[CH:18]=[CH:17][C:14]=1[C:15]#[N:16]. (3) The product is: [CH3:21][C:22]1[CH:30]=[CH:29][C:25]([C:26]([NH:1][C:2]2[S:6][C:5]([NH:7][C:8]3[CH:17]=[CH:16][C:15]4[C:10](=[CH:11][CH:12]=[CH:13][CH:14]=4)[CH:9]=3)=[N:4][C:3]=2[C:18]([NH2:20])=[O:19])=[O:27])=[CH:24][C:23]=1[N+:31]([O-:33])=[O:32]. Given the reactants [NH2:1][C:2]1[S:6][C:5]([NH:7][C:8]2[CH:17]=[CH:16][C:15]3[C:10](=[CH:11][CH:12]=[CH:13][CH:14]=3)[CH:9]=2)=[N:4][C:3]=1[C:18]([NH2:20])=[O:19].[CH3:21][C:22]1[CH:30]=[CH:29][C:25]([C:26](Cl)=[O:27])=[CH:24][C:23]=1[N+:31]([O-:33])=[O:32], predict the reaction product.